This data is from Peptide-MHC class I binding affinity with 185,985 pairs from IEDB/IMGT. The task is: Regression. Given a peptide amino acid sequence and an MHC pseudo amino acid sequence, predict their binding affinity value. This is MHC class I binding data. (1) The peptide sequence is EIIELTRTL. The MHC is HLA-A02:01 with pseudo-sequence HLA-A02:01. The binding affinity (normalized) is 0.0847. (2) The MHC is HLA-A03:01 with pseudo-sequence HLA-A03:01. The binding affinity (normalized) is 0.0847. The peptide sequence is RTTLWCDVR. (3) The peptide sequence is LWEGNPGRFW. The MHC is HLA-A23:01 with pseudo-sequence HLA-A23:01. The binding affinity (normalized) is 0.355. (4) The peptide sequence is VMAGVGSPYV. The MHC is HLA-A02:02 with pseudo-sequence HLA-A02:02. The binding affinity (normalized) is 0.448. (5) The peptide sequence is NVDIIDLLL. The MHC is HLA-A02:06 with pseudo-sequence HLA-A02:06. The binding affinity (normalized) is 0.713.